From a dataset of Full USPTO retrosynthesis dataset with 1.9M reactions from patents (1976-2016). Predict the reactants needed to synthesize the given product. Given the product [F:1][C:2]1[CH:3]=[C:4]([CH:8]=[CH:9][C:10]=1[N+:11]([O-:13])=[O:12])[C:5]([NH:21][CH2:20][C:16]1[CH:15]=[N:14][CH:19]=[CH:18][CH:17]=1)=[O:7], predict the reactants needed to synthesize it. The reactants are: [F:1][C:2]1[CH:3]=[C:4]([CH:8]=[CH:9][C:10]=1[N+:11]([O-:13])=[O:12])[C:5]([OH:7])=O.[N:14]1[CH:19]=[CH:18][CH:17]=[C:16]([CH2:20][NH2:21])[CH:15]=1.C(N(CC)C(C)C)(C)C.Cl.CN(C)CCCN=C=NCC.O.ON1C2C=CC=CC=2N=N1.